From a dataset of Forward reaction prediction with 1.9M reactions from USPTO patents (1976-2016). Predict the product of the given reaction. (1) The product is: [NH:56]1[C:55]([C:51]2[CH:50]=[C:49]3[C:54](=[CH:53][CH:52]=2)[NH:46][N:47]=[C:48]3[C:79]2[CH:84]=[CH:83][CH:82]=[C:81]([O:85][CH2:26][CH2:25][N:20]3[CH2:24][CH2:23][CH2:22][CH2:21]3)[CH:80]=2)=[N:59][CH:58]=[N:57]1. Given the reactants C1(P(C2C=CC=CC=2)C2C=CC=CC=2)C=CC=CC=1.[N:20]1([CH:25](O)[CH3:26])[CH2:24][CH2:23][CH2:22][CH2:21]1.CCOC(/N=N/C(OCC)=O)=O.O1CCCCC1[N:46]1[C:54]2[C:49](=[CH:50][C:51]([C:55]3[N:59]=[CH:58][N:57](C(C4C=CC=CC=4)(C4C=CC=CC=4)C4C=CC=CC=4)[N:56]=3)=[CH:52][CH:53]=2)[C:48]([C:79]2[CH:80]=[C:81]([OH:85])[CH:82]=[CH:83][CH:84]=2)=[N:47]1.Cl, predict the reaction product. (2) Given the reactants [C:1]([O:5][C:6]([N:8]1[CH2:13][CH2:12][C:11](=O)[CH2:10][CH2:9]1)=[O:7])([CH3:4])([CH3:3])[CH3:2].C([C:17](CC)([C:21]([O-:23])=[O:22])[C:18]([O-:20])=[O:19])C.N1C=CC=[CH:28][CH:27]=1.[CH2:32]1COC[CH2:33]1, predict the reaction product. The product is: [CH2:27]([O:23][C:21](=[O:22])[C:17](=[C:11]1[CH2:12][CH2:13][N:8]([C:6]([O:5][C:1]([CH3:4])([CH3:3])[CH3:2])=[O:7])[CH2:9][CH2:10]1)[C:18]([O:20][CH2:32][CH3:33])=[O:19])[CH3:28]. (3) Given the reactants [C:1]([NH:4][C:5]1[CH:12]=[C:11]([N+:13]([O-:15])=[O:14])[CH:10]=[CH:9][C:6]=1[CH2:7]Br)(=[O:3])[CH3:2].C([O-])([O-])=[O:17].[Ca+2], predict the reaction product. The product is: [C:1]([NH:4][C:5]1[CH:12]=[C:11]([N+:13]([O-:15])=[O:14])[CH:10]=[CH:9][C:6]=1[CH2:7][OH:17])(=[O:3])[CH3:2]. (4) The product is: [ClH:1].[NH:9]1[CH2:14][CH2:13][CH2:12][CH2:11][C@@H:10]1[CH2:15][OH:16]. Given the reactants [ClH:1].C(OC([N:9]1[CH2:14][CH2:13][CH2:12][CH2:11][C@@H:10]1[CH2:15][OH:16])=O)(C)(C)C, predict the reaction product. (5) Given the reactants BrC1C=CC(O[C@H]2CCC[C@H]2N[S:13]([CH:16]([CH3:18])[CH3:17])(=[O:15])=[O:14])=CC=1.[Br:21][C:22]1[CH:35]=[CH:34][C:25]([O:26][C@@H:27]2[CH2:32][CH2:31][CH2:30][CH2:29][C@@H:28]2[NH2:33])=[CH:24][C:23]=1[F:36].BrC1C=CC(O[C@@H]2CCCC[C@@H]2N)=CC=1.BrC1C=CC(O)=CC=1F, predict the reaction product. The product is: [Br:21][C:22]1[CH:35]=[CH:34][C:25]([O:26][C@@H:27]2[CH2:32][CH2:31][CH2:30][CH2:29][C@@H:28]2[NH2:33])=[CH:24][C:23]=1[F:36].[Br:21][C:22]1[CH:35]=[CH:34][C:25]([O:26][C@@H:27]2[CH2:32][CH2:31][CH2:30][CH2:29][C@@H:28]2[NH:33][S:13]([CH:16]([CH3:18])[CH3:17])(=[O:15])=[O:14])=[CH:24][C:23]=1[F:36].